From a dataset of Full USPTO retrosynthesis dataset with 1.9M reactions from patents (1976-2016). Predict the reactants needed to synthesize the given product. (1) Given the product [Br:9][C:10]1[CH:15]=[CH:14][C:13]([O:8][C:5]2[CH:6]=[CH:7][C:2]([CH3:1])=[CH:3][CH:4]=2)=[CH:12][CH:11]=1, predict the reactants needed to synthesize it. The reactants are: [CH3:1][C:2]1[CH:7]=[CH:6][C:5]([OH:8])=[CH:4][CH:3]=1.[Br:9][C:10]1[CH:15]=[CH:14][C:13](Br)=[CH:12][CH:11]=1.C(=O)([O-])[O-].[K+].[K+].CN(C)CC(O)=O. (2) The reactants are: [CH2:1]([O:3][C:4](=[O:20])[CH2:5][CH:6]([N:10]1[C:14]2[CH:15]=[CH:16][CH:17]=[CH:18][C:13]=2[NH:12][C:11]1=[O:19])[CH2:7][CH2:8][CH3:9])[CH3:2].Br[CH2:22][C:23]1[C:27]2[C:28]([CH3:33])=[CH:29][C:30]([CH3:32])=[CH:31][C:26]=2[S:25][N:24]=1.C([O-])([O-])=O.[K+].[K+].O. Given the product [CH2:1]([O:3][C:4](=[O:20])[CH2:5][CH:6]([N:10]1[C:14]2[CH:15]=[CH:16][CH:17]=[CH:18][C:13]=2[N:12]([CH2:22][C:23]2[C:27]3[C:28]([CH3:33])=[CH:29][C:30]([CH3:32])=[CH:31][C:26]=3[S:25][N:24]=2)[C:11]1=[O:19])[CH2:7][CH2:8][CH3:9])[CH3:2], predict the reactants needed to synthesize it. (3) Given the product [OH:19][C:20]1[CH:21]=[C:22]([CH2:23][N:4]2[CH2:3][CH2:2][N:1]([C:7]3[C:12]([C:13]([O:15][CH:16]([CH3:18])[CH3:17])=[O:14])=[CH:11][CH:10]=[CH:9][N:8]=3)[CH2:6][CH2:5]2)[CH:25]=[CH:26][CH:27]=1, predict the reactants needed to synthesize it. The reactants are: [N:1]1([C:7]2[C:12]([C:13]([O:15][CH:16]([CH3:18])[CH3:17])=[O:14])=[CH:11][CH:10]=[CH:9][N:8]=2)[CH2:6][CH2:5][NH:4][CH2:3][CH2:2]1.[OH:19][C:20]1[CH:21]=[C:22]([CH:25]=[CH:26][CH:27]=1)[CH:23]=O.O1CCCC1.C(O[BH-](OC(=O)C)OC(=O)C)(=O)C.[Na+]. (4) Given the product [Cl:13][C:14]1[C:23]([OH:24])=[C:22]([OH:25])[C:21]([Cl:26])=[C:20]2[C:15]=1[CH2:16][CH2:17][N:18]([C:1](=[O:10])/[CH:2]=[CH:3]/[C:4]1[CH:9]=[CH:8][CH:7]=[CH:6][CH:5]=1)[CH2:19]2, predict the reactants needed to synthesize it. The reactants are: [C:1](Cl)(=[O:10])/[CH:2]=[CH:3]/[C:4]1[CH:9]=[CH:8][CH:7]=[CH:6][CH:5]=1.Br.[Cl:13][C:14]1[C:23]([OH:24])=[C:22]([OH:25])[C:21]([Cl:26])=[C:20]2[C:15]=1[CH2:16][CH2:17][NH:18][CH2:19]2.C(N(CC)CC)C. (5) The reactants are: [NH2:1][C@@H:2]1[CH2:6][N:5]([C:7]2[CH:8]=[N:9][C:10]([Cl:14])=[C:11]([Cl:13])[CH:12]=2)[CH2:4][C@@H:3]1[CH2:15]O.S(Cl)(Cl)=O.O. Given the product [Cl:13][C:11]1[CH:12]=[C:7]([N:5]2[CH2:6][C@@H:2]3[C@@H:3]([CH2:15][NH:1]3)[CH2:4]2)[CH:8]=[N:9][C:10]=1[Cl:14], predict the reactants needed to synthesize it. (6) Given the product [Cl:35][C:36]1[C:37]([OH:46])=[C:38]([CH:42]=[C:43]([Cl:45])[CH:44]=1)[C:39]([NH:3][CH2:4][CH2:5][CH2:6][CH2:7][CH2:8][CH2:9][CH2:10][CH2:11][CH2:12][N:13]1[CH2:18][CH2:17][CH:16]([O:19][C:20](=[O:34])[NH:21][C:22]2[CH:27]=[CH:26][CH:25]=[CH:24][C:23]=2[C:28]2[CH:33]=[CH:32][CH:31]=[CH:30][CH:29]=2)[CH2:15][CH2:14]1)=[O:40], predict the reactants needed to synthesize it. The reactants are: Cl.Cl.[NH2:3][CH2:4][CH2:5][CH2:6][CH2:7][CH2:8][CH2:9][CH2:10][CH2:11][CH2:12][N:13]1[CH2:18][CH2:17][CH:16]([O:19][C:20](=[O:34])[NH:21][C:22]2[CH:27]=[CH:26][CH:25]=[CH:24][C:23]=2[C:28]2[CH:33]=[CH:32][CH:31]=[CH:30][CH:29]=2)[CH2:15][CH2:14]1.[Cl:35][C:36]1[C:37]([OH:46])=[C:38]([CH:42]=[C:43]([Cl:45])[CH:44]=1)[C:39](O)=[O:40]. (7) Given the product [CH3:34][O:33][C:30]1[CH:31]=[C:32]([C:6]([C:5]2[CH:4]=[C:3]([O:2][CH3:1])[CH:11]=[C:10]([O:12][CH3:13])[CH:9]=2)=[O:7])[CH:27]=[CH:28][C:29]=1[O:35][CH3:36], predict the reactants needed to synthesize it. The reactants are: [CH3:1][O:2][C:3]1[CH:4]=[C:5]([CH:9]=[C:10]([O:12][CH3:13])[CH:11]=1)[C:6](Cl)=[O:7].COC1C=C(C([C:27]2[CH:32]=[CH:31][C:30]([O:33][CH3:34])=[C:29]([O:35][CH3:36])[CH:28]=2)=CC)C=C(OC)C=1.COC1C=CC=CC=1OC.[Cl-].[Al+3].[Cl-].[Cl-].COC1C=C(C(C2C=CC(OC)=CC=2)=CC#N)C=CC=1OC. (8) Given the product [NH2:39][C:27]([C:21]1[C:22]2[CH2:26][CH2:25][CH2:24][C:23]=2[N:19]([C:16]2[CH:17]=[CH:18][C:13]([C:12]([NH:11][CH:9]([C:7]3[NH:6][C:5]4[CH:37]=[CH:38][C:2]([Cl:1])=[CH:3][C:4]=4[N:8]=3)[CH3:10])=[O:36])=[CH:14][C:15]=2[C:32]([F:35])([F:34])[F:33])[N:20]=1)=[O:29], predict the reactants needed to synthesize it. The reactants are: [Cl:1][C:2]1[CH:38]=[CH:37][C:5]2[NH:6][C:7]([CH:9]([NH:11][C:12](=[O:36])[C:13]3[CH:18]=[CH:17][C:16]([N:19]4[C:23]5[CH2:24][CH2:25][CH2:26][C:22]=5[C:21]([C:27]([O:29]CC)=O)=[N:20]4)=[C:15]([C:32]([F:35])([F:34])[F:33])[CH:14]=3)[CH3:10])=[N:8][C:4]=2[CH:3]=1.[NH3:39].Cl. (9) Given the product [CH3:1][C:2]1[CH:7]=[C:6]([NH:8][C:9]([C:11]2[C:16]([NH:17][C:20]3[CH:21]=[N:22][CH:23]=[CH:24][CH:25]=3)=[CH:15][CH:14]=[C:13]([CH3:18])[N:12]=2)=[O:10])[CH:5]=[CH:4][N:3]=1, predict the reactants needed to synthesize it. The reactants are: [CH3:1][C:2]1[CH:7]=[C:6]([NH:8][C:9]([C:11]2[C:16]([NH2:17])=[CH:15][CH:14]=[C:13]([CH3:18])[N:12]=2)=[O:10])[CH:5]=[CH:4][N:3]=1.Br[C:20]1[CH:21]=[N:22][CH:23]=[CH:24][CH:25]=1. (10) The reactants are: [C:1]1([CH:7]([C:11]2[CH:16]=[CH:15][CH:14]=[CH:13][CH:12]=2)[C:8](Cl)=[O:9])[CH:6]=[CH:5][CH:4]=[CH:3][CH:2]=1.[F:17][C:18]([F:32])([F:31])[C:19]1[CH:20]=[C:21]([C:25]2[CH2:26][CH2:27][NH:28][CH2:29][CH:30]=2)[CH:22]=[CH:23][CH:24]=1.C(N(CC)CC)C. Given the product [C:1]1([CH:7]([C:11]2[CH:16]=[CH:15][CH:14]=[CH:13][CH:12]=2)[C:8]([N:28]2[CH2:27][CH:26]=[C:25]([C:21]3[CH:22]=[CH:23][CH:24]=[C:19]([C:18]([F:17])([F:31])[F:32])[CH:20]=3)[CH2:30][CH2:29]2)=[O:9])[CH:6]=[CH:5][CH:4]=[CH:3][CH:2]=1, predict the reactants needed to synthesize it.